From a dataset of Reaction yield outcomes from USPTO patents with 853,638 reactions. Predict the reaction yield, written as a fraction of the theoretical maximum amount of product (1.0 means a 100% yield; for example, 0.34 means a 34% yield). (1) The reactants are N(C(OCC)=O)=NC(OCC)=O.[CH3:13][CH:14]([OH:16])[CH3:15].C1(P(C2C=CC=CC=2)C2C=CC=CC=2)C=CC=CC=1.O[N:37]1[C:41](=[O:42])[C:40]2=[CH:43][CH:44]=[CH:45][CH:46]=[C:39]2[C:38]1=[O:47]. The catalyst is C1COCC1. The product is [CH:14]([O:16][N:37]1[C:41](=[O:42])[C:40]2[C:39](=[CH:46][CH:45]=[CH:44][CH:43]=2)[C:38]1=[O:47])([CH3:15])[CH3:13]. The yield is 0.870. (2) The reactants are C1CC1.[CH2:4]([O:6][C:7]([CH:9]1[CH2:11][C:10]1([C:18]1[CH:23]=[CH:22][CH:21]=[CH:20][CH:19]=1)[C:12]1[CH:17]=[CH:16][CH:15]=[CH:14][CH:13]=1)=[O:8])[CH3:5].[N:24]([O-])=[O:25].[Na+].O. The catalyst is C(C(O)=O)(F)(F)F. The product is [CH2:4]([O:6][C:7]([C:9]1[CH2:11][C:10]([C:18]2[CH:23]=[CH:22][CH:21]=[CH:20][CH:19]=2)([C:12]2[CH:17]=[CH:16][CH:15]=[CH:14][CH:13]=2)[O:25][N:24]=1)=[O:8])[CH3:5]. The yield is 0.890. (3) The reactants are [Cl:1][C:2]1[N:7]=[CH:6][C:5]([CH2:8][C:9]#[N:10])=[CH:4][CH:3]=1.Br[CH2:12][CH2:13]Br. No catalyst specified. The product is [Cl:1][C:2]1[N:7]=[CH:6][C:5]([C:8]2([C:9]#[N:10])[CH2:13][CH2:12]2)=[CH:4][CH:3]=1. The yield is 0.430. (4) The reactants are [CH3:1][CH:2]1[CH2:7][C:6](=O)[CH2:5][CH2:4][N:3]1[C:9]([O:11][CH2:12][CH3:13])=[O:10].[CH2:14]([NH:21]CC1C=CC=CC=1)[C:15]1[CH:20]=[CH:19][CH:18]=[CH:17][CH:16]=1.C(O[BH-](OC(=O)C)OC(=O)C)(=O)C.[Na+].ClCCl.CO. The catalyst is ClC(Cl)C.CO. The product is [CH2:14]([NH:21][CH:6]1[CH2:5][CH2:4][N:3]([C:9]([O:11][CH2:12][CH3:13])=[O:10])[CH:2]([CH3:1])[CH2:7]1)[C:15]1[CH:20]=[CH:19][CH:18]=[CH:17][CH:16]=1. The yield is 0.470. (5) The reactants are [NH:1]1[C:9]2[C:4](=[C:5]([CH2:10][CH2:11][CH2:12][NH:13][C:14]3[N:19]=[C:18]([CH3:20])[C:17]([C:21]([NH:23][C@@H:24]([CH2:28][NH:29][C:30]([C:32]4[S:33][CH:34]=[CH:35][CH:36]=4)=[O:31])[C:25]([OH:27])=[O:26])=[O:22])=[C:16]([CH3:37])[N:15]=3)[CH:6]=[CH:7][CH:8]=2)[CH:3]=[N:2]1.[CH2:38](I)[CH3:39].C(=O)([O-])[O-].[K+].[K+]. The catalyst is CN(C=O)C.CCOC(C)=O. The product is [CH2:38]([O:26][C:25](=[O:27])[C@@H:24]([NH:23][C:21]([C:17]1[C:16]([CH3:37])=[N:15][C:14]([NH:13][CH2:12][CH2:11][CH2:10][C:5]2[CH:6]=[CH:7][CH:8]=[C:9]3[C:4]=2[CH:3]=[N:2][NH:1]3)=[N:19][C:18]=1[CH3:20])=[O:22])[CH2:28][NH:29][C:30]([C:32]1[S:33][CH:34]=[CH:35][CH:36]=1)=[O:31])[CH3:39]. The yield is 0.820. (6) The reactants are Cl[C:2]1[N:7]=[C:6]([N:8]2[CH2:13][CH2:12][O:11][CH2:10][CH2:9]2)[N:5]=[C:4]([N:14]2[CH2:19][CH2:18][O:17][CH2:16][CH2:15]2)[N:3]=1.C(=O)([O-])[O-].[Na+].[Na+].[NH2:26][C:27]1[CH:32]=[CH:31][C:30](B2OC(C)(C)C(C)(C)O2)=[CH:29][CH:28]=1. The catalyst is C1C=CC([P]([Pd]([P](C2C=CC=CC=2)(C2C=CC=CC=2)C2C=CC=CC=2)([P](C2C=CC=CC=2)(C2C=CC=CC=2)C2C=CC=CC=2)[P](C2C=CC=CC=2)(C2C=CC=CC=2)C2C=CC=CC=2)(C2C=CC=CC=2)C2C=CC=CC=2)=CC=1.COCCOC. The product is [N:14]1([C:4]2[N:5]=[C:6]([N:8]3[CH2:13][CH2:12][O:11][CH2:10][CH2:9]3)[N:7]=[C:2]([C:30]3[CH:31]=[CH:32][C:27]([NH2:26])=[CH:28][CH:29]=3)[N:3]=2)[CH2:19][CH2:18][O:17][CH2:16][CH2:15]1. The yield is 0.830.